Dataset: Reaction yield outcomes from USPTO patents with 853,638 reactions. Task: Predict the reaction yield, written as a fraction of the theoretical maximum amount of product (1.0 means a 100% yield; for example, 0.34 means a 34% yield). The reactants are Cl.Cl.[CH2:3]([O:5][C:6]([C:8]1([NH:13][C:14]([CH:16]2[CH2:20][CH:19]([O:21][C:22]3[C:31]4[C:26](=[CH:27][C:28]([O:32][CH3:33])=[CH:29][CH:30]=4)[CH:25]=[CH:24][N:23]=3)[CH2:18][NH:17]2)=[O:15])[CH2:10][CH:9]1[CH:11]=[CH2:12])=[O:7])[CH3:4].[CH2:34]([O:37][CH2:38][CH2:39][CH2:40][CH:41]([NH:45][C:46]([O:48][C:49]([CH3:52])([CH3:51])[CH3:50])=[O:47])[C:42](O)=[O:43])[CH:35]=[CH2:36].C(OCCC[C@H](NC(OC(C)(C)C)=O)C(O)=O)C=C.CN(C(ON1N=NC2C=CC=NC1=2)=[N+](C)C)C.F[P-](F)(F)(F)(F)F.CN1CCOCC1. The catalyst is CN(C=O)C.C(OCC)(=O)C.CCCCCC. The product is [CH2:3]([O:5][C:6]([C:8]1([NH:13][C:14]([CH:16]2[CH2:20][CH:19]([O:21][C:22]3[C:31]4[C:26](=[CH:27][C:28]([O:32][CH3:33])=[CH:29][CH:30]=4)[CH:25]=[CH:24][N:23]=3)[CH2:18][N:17]2[C:42](=[O:43])[CH:41]([NH:45][C:46]([O:48][C:49]([CH3:52])([CH3:51])[CH3:50])=[O:47])[CH2:40][CH2:39][CH2:38][O:37][CH2:34][CH:35]=[CH2:36])=[O:15])[CH2:10][CH:9]1[CH:11]=[CH2:12])=[O:7])[CH3:4]. The yield is -0.790.